Dataset: Forward reaction prediction with 1.9M reactions from USPTO patents (1976-2016). Task: Predict the product of the given reaction. (1) Given the reactants [CH3:1][O:2][C:3](=[O:24])[CH:4]=[C:5]1[C:14]2[C:9](=[CH:10][C:11]([S:15]([C:18]3[CH:23]=[CH:22][CH:21]=[CH:20][CH:19]=3)(=[O:17])=[O:16])=[CH:12][CH:13]=2)[CH2:8][CH2:7][CH2:6]1.[H][H], predict the reaction product. The product is: [CH3:1][O:2][C:3](=[O:24])[CH2:4][CH:5]1[C:14]2[C:9](=[CH:10][C:11]([S:15]([C:18]3[CH:19]=[CH:20][CH:21]=[CH:22][CH:23]=3)(=[O:16])=[O:17])=[CH:12][CH:13]=2)[CH2:8][CH2:7][CH2:6]1. (2) The product is: [Cl:12][C:5]1[N:4]=[C:3]2[N:13]([CH2:14][C:15]3[CH:16]=[C:17]4[C:22](=[CH:23][CH:24]=3)[N:21]=[CH:20][CH:19]=[CH:18]4)[N:29]=[N:1][C:2]2=[C:7]([NH:8][C:9](=[O:11])[CH3:10])[CH:6]=1. Given the reactants [NH2:1][C:2]1[C:3]([NH:13][CH2:14][C:15]2[CH:16]=[C:17]3[C:22](=[CH:23][CH:24]=2)[N:21]=[CH:20][CH:19]=[CH:18]3)=[N:4][C:5]([Cl:12])=[CH:6][C:7]=1[NH:8][C:9](=[O:11])[CH3:10].C(O)(=O)C.[N:29]([O-])=O.[Na+].[OH-].[Na+], predict the reaction product. (3) The product is: [Br:19][C:15]1[CH:14]=[C:13]([NH:12][C:9]2[C:10]3[N:11]=[C:2]([NH:1][C:20](=[O:23])[CH:21]=[CH2:22])[CH:3]=[CH:4][C:5]=3[N:6]=[CH:7][N:8]=2)[CH:18]=[CH:17][CH:16]=1. Given the reactants [NH2:1][C:2]1[CH:3]=[CH:4][C:5]2[N:6]=[CH:7][N:8]=[C:9]([NH:12][C:13]3[CH:18]=[CH:17][CH:16]=[C:15]([Br:19])[CH:14]=3)[C:10]=2[N:11]=1.[C:20](O)(=[O:23])[CH:21]=[CH2:22].Cl.CN(C)CCCN=C=NCC.CCOC(C)=O.C(Cl)Cl, predict the reaction product. (4) Given the reactants [F:1][C:2]1[CH:9]=[C:8]([C:10]2[CH:15]=[CH:14][N:13]=[C:12]3[NH:16][C:17]([C:19]4[CH:20]=[N:21][N:22]([CH3:24])[CH:23]=4)=[N:18][C:11]=23)[CH:7]=[CH:6][C:3]=1[CH2:4][NH2:5].[F:25][C:26]([F:36])([F:35])[C:27]1[S:28][CH:29]=[C:30]([C:32](O)=[O:33])[N:31]=1, predict the reaction product. The product is: [F:1][C:2]1[CH:9]=[C:8]([C:10]2[CH:15]=[CH:14][N:13]=[C:12]3[NH:16][C:17]([C:19]4[CH:20]=[N:21][N:22]([CH3:24])[CH:23]=4)=[N:18][C:11]=23)[CH:7]=[CH:6][C:3]=1[CH2:4][NH:5][C:32]([C:30]1[N:31]=[C:27]([C:26]([F:36])([F:25])[F:35])[S:28][CH:29]=1)=[O:33].